From a dataset of Catalyst prediction with 721,799 reactions and 888 catalyst types from USPTO. Predict which catalyst facilitates the given reaction. (1) Reactant: [C:1]1(=O)[C:13]2[NH:12][C:11]3[C:6](=[CH:7][CH:8]=[CH:9][CH:10]=3)[C:5]=2[CH2:4][CH2:3][CH2:2]1.Cl.[NH2:16]O.C([O-])(=O)C.[Na+]. Product: [CH:1]1([NH2:16])[C:13]2[NH:12][C:11]3[C:6](=[CH:7][CH:8]=[CH:9][CH:10]=3)[C:5]=2[CH2:4][CH2:3][CH2:2]1. The catalyst class is: 40. (2) Reactant: Cl[C:2]1[CH:7]=[N:6][C:5]([CH3:8])=[CH:4][N:3]=1.[C:9]([N:12]1[C:21]2[C:16](=[CH:17][C:18]([C:22]([NH:24][CH3:25])=[O:23])=[CH:19][CH:20]=2)[CH:15]([NH2:26])[CH:14]([CH3:27])[CH:13]1[CH:28]1[CH2:30][CH2:29]1)(=[O:11])[CH3:10].CC(C)([O-])C.[Na+].CN(C1C(C2C(P(C3CCCCC3)C3CCCCC3)=CC=CC=2)=CC=CC=1)C. Product: [C:9]([N:12]1[C:21]2[C:16](=[CH:17][C:18]([C:22]([NH:24][CH3:25])=[O:23])=[CH:19][CH:20]=2)[CH:15]([NH:26][C:2]2[CH:7]=[N:6][C:5]([CH3:8])=[CH:4][N:3]=2)[CH:14]([CH3:27])[CH:13]1[CH:28]1[CH2:29][CH2:30]1)(=[O:11])[CH3:10]. The catalyst class is: 62. (3) Reactant: [NH:1]1[CH2:7][CH2:6][CH2:5][C@H:4]([NH:8][C:9](=[O:15])[O:10][C:11]([CH3:14])([CH3:13])[CH3:12])[CH2:3][CH2:2]1.CC1C=CC(S(O[CH2:27][CH2:28][N:29]([CH3:31])[CH3:30])(=O)=O)=CC=1.CCN(C(C)C)C(C)C. Product: [CH3:30][N:29]([CH3:31])[CH2:28][CH2:27][N:1]1[CH2:7][CH2:6][CH2:5][C@H:4]([NH:8][C:9](=[O:15])[O:10][C:11]([CH3:12])([CH3:14])[CH3:13])[CH2:3][CH2:2]1. The catalyst class is: 10. (4) Reactant: Br[C:2]1[CH:3]=[C:4]([CH:17]=[C:18]([C:20]2[CH:25]=[CH:24][C:23]([CH3:26])=[CH:22][N:21]=2)[CH:19]=1)[C:5]([NH:7][C@@H:8]([C:10]1[CH:11]=[N:12][C:13]([CH3:16])=[N:14][CH:15]=1)[CH3:9])=[O:6].[C:27]([C:29]1[CH:34]=[CH:33][CH:32]=[CH:31][C:30]=1B(O)O)#[N:28].C(=O)([O-])[O-].[Cs+].[Cs+].O.CN(C)C=O. Product: [CH3:16][C:13]1[N:12]=[CH:11][C:10]([C@H:8]([NH:7][C:5]([C:4]2[CH:3]=[C:2]([C:30]3[CH:31]=[CH:32][CH:33]=[CH:34][C:29]=3[C:27]#[N:28])[CH:19]=[C:18]([C:20]3[CH:25]=[CH:24][C:23]([CH3:26])=[CH:22][N:21]=3)[CH:17]=2)=[O:6])[CH3:9])=[CH:15][N:14]=1. The catalyst class is: 682. (5) Reactant: C(NC(C)C)(C)C.[Li]CCCC.[F:13][C:14]1[CH:19]=[CH:18][C:17]([O:20][CH3:21])=[CH:16][N:15]=1.[B:22](OC(C)C)([O:27]C(C)C)[O:23]C(C)C. Product: [F:13][C:14]1[C:19]([B:22]([OH:27])[OH:23])=[CH:18][C:17]([O:20][CH3:21])=[CH:16][N:15]=1. The catalyst class is: 1. (6) Reactant: [CH2:1]([O:3][C:4]([C:6]1[C:11](C(O)=O)=[CH:10][CH:9]=[CH:8][N:7]=1)=[O:5])[CH3:2].[C:15]([N:22]1[CH:26]=[CH:25]N=C1)(N1C=CN=C1)=[O:16].NC[C:29]1[C:38]2[C:33](=[CH:34][CH:35]=[CH:36]C=2)[CH:32]=[CH:31][CH:30]=1. Product: [C:25]1([CH2:26][NH:22][C:15]([C:10]2[CH:9]=[CH:8][N:7]=[C:6]([C:4]([O:3][CH2:1][CH3:2])=[O:5])[CH:11]=2)=[O:16])[C:38]2[C:33](=[CH:32][CH:31]=[CH:30][CH:29]=2)[CH:34]=[CH:35][CH:36]=1. The catalyst class is: 213.